From a dataset of HIV replication inhibition screening data with 41,000+ compounds from the AIDS Antiviral Screen. Binary Classification. Given a drug SMILES string, predict its activity (active/inactive) in a high-throughput screening assay against a specified biological target. (1) The molecule is COC(=O)CCC(NC(=O)OC(C)(C)C)C(=O)NC(Cc1ccc([N+](=O)[O-])cc1)C(=O)NC(CCC(=O)OC)C(=O)OC. The result is 0 (inactive). (2) The compound is COC(=O)Nc1cn2[nH]c(=N)sc2n1. The result is 0 (inactive). (3) The compound is Cc1ccc(C(=O)CC2=Nc3nnc(CCCCCCCc4nnc5n4C(=O)C(CC(=O)c4ccc(C)cc4)=N5)n3C2=O)cc1. The result is 0 (inactive). (4) The compound is COc1ccc(C(=NNC(N)=O)C(c2ccc(OC)cc2)C2C(=O)Oc3ccccc32)cc1. The result is 0 (inactive). (5) The molecule is COc1ccc(C=Cc2cc(OC)c(OC)c(OC)c2)cc1OC(=O)CCC(=O)O. The result is 0 (inactive).